The task is: Predict the reactants needed to synthesize the given product.. This data is from Full USPTO retrosynthesis dataset with 1.9M reactions from patents (1976-2016). Given the product [Cl:1][C:2]1[C:17]2[CH2:16][CH2:15][CH2:14][C:13]=2[C:5]2[O:6][CH:7]([CH2:9][NH2:10])[CH2:8][C:4]=2[CH:3]=1, predict the reactants needed to synthesize it. The reactants are: [Cl:1][C:2]1[C:17]2[CH2:16][CH2:15][CH2:14][C:13]=2[C:5]2[O:6][CH:7]([CH2:9][N:10]=[N+]=[N-])[CH2:8][C:4]=2[CH:3]=1.